This data is from Forward reaction prediction with 1.9M reactions from USPTO patents (1976-2016). The task is: Predict the product of the given reaction. Given the reactants Br[CH2:2][C:3]([C:5]1[CH:10]=[CH:9][CH:8]=[CH:7][CH:6]=1)=O.[CH2:11]([O:13][C:14]1[CH:15]=[C:16]([CH:20]=[CH:21][C:22]=1[O:23][CH2:24][CH3:25])[C:17]([NH2:19])=[O:18])[CH3:12].C([O-])(O)=O.[Na+], predict the reaction product. The product is: [CH2:11]([O:13][C:14]1[CH:15]=[C:16]([C:17]2[O:18][CH:2]=[C:3]([C:5]3[CH:10]=[CH:9][CH:8]=[CH:7][CH:6]=3)[N:19]=2)[CH:20]=[CH:21][C:22]=1[O:23][CH2:24][CH3:25])[CH3:12].